This data is from Catalyst prediction with 721,799 reactions and 888 catalyst types from USPTO. The task is: Predict which catalyst facilitates the given reaction. (1) Reactant: [O:1]=[C:2]1[NH:8][CH2:7][CH2:6][CH2:5][N:4]2[C:9]3[N:15]=[C:14]([C:16]([OH:18])=O)[CH:13]=[CH:12][C:10]=3[CH:11]=[C:3]12.CN(C([O:26][N:27]1N=N[C:29]2[CH:30]=[CH:31]C=[N:33][C:28]1=2)=[N+](C)C)C.F[P-](F)(F)(F)(F)F.CCN(P1(N(C)CCCN1)=NC(C)(C)C)CC.CC1ON=C(N)C=1. Product: [CH3:31][C:30]1[O:26][N:27]=[C:28]([NH:33][C:16]([C:14]2[CH:13]=[CH:12][C:10]3[CH:11]=[C:3]4[C:2](=[O:1])[NH:8][CH2:7][CH2:6][CH2:5][N:4]4[C:9]=3[N:15]=2)=[O:18])[CH:29]=1. The catalyst class is: 118. (2) Product: [CH2:25]([N:32]1[CH:36]=[C:35]([C:37]([O:39][CH2:40][CH3:41])=[O:38])[C:34]([O:42][CH2:2][C:3]2[CH:21]=[CH:20][C:6]([O:7][CH2:8][C:9]3[N:10]=[C:11]([C:15]4[O:16][CH:17]=[CH:18][CH:19]=4)[O:12][C:13]=3[CH3:14])=[C:5]([O:22][CH2:23][CH3:24])[CH:4]=2)=[N:33]1)[C:26]1[CH:27]=[CH:28][CH:29]=[CH:30][CH:31]=1. The catalyst class is: 6. Reactant: Cl[CH2:2][C:3]1[CH:21]=[CH:20][C:6]([O:7][CH2:8][C:9]2[N:10]=[C:11]([C:15]3[O:16][CH:17]=[CH:18][CH:19]=3)[O:12][C:13]=2[CH3:14])=[C:5]([O:22][CH2:23][CH3:24])[CH:4]=1.[CH2:25]([N:32]1[CH:36]=[C:35]([C:37]([O:39][CH2:40][CH3:41])=[O:38])[C:34]([OH:42])=[N:33]1)[C:26]1[CH:31]=[CH:30][CH:29]=[CH:28][CH:27]=1.C(=O)([O-])[O-].[K+].[K+].CN(C)C=O. (3) Reactant: Cl[C:2]1[N:7]=[CH:6][N:5]=[C:4]2[N:8]([C:11]3[CH:16]=[CH:15][CH:14]=[CH:13][C:12]=3[Cl:17])[N:9]=[CH:10][C:3]=12.[NH2:18][CH2:19][C:20]([OH:22])=[O:21].C(=O)([O-])[O-].[Na+].[Na+].C(O)=O. Product: [Cl:17][C:12]1[CH:13]=[CH:14][CH:15]=[CH:16][C:11]=1[N:8]1[C:4]2=[N:5][CH:6]=[N:7][C:2]([NH:18][CH2:19][C:20]([OH:22])=[O:21])=[C:3]2[CH:10]=[N:9]1. The catalyst class is: 6. (4) Reactant: [Li+].CC([N-][CH:6]([CH3:8])[CH3:7])C.[Br:9][C:10]1[CH:18]=C[C:13]([C:14]([OH:16])=[O:15])=[C:12](C)[CH:11]=1.CI. Product: [Br:9][C:10]1[CH:11]=[CH:12][C:13]([C:14]([OH:16])=[O:15])=[C:8]([CH2:6][CH3:7])[CH:18]=1. The catalyst class is: 1. (5) Reactant: [F:1][C:2]([F:15])([F:14])[S:3]([O:6]S(C(F)(F)F)(=O)=O)(=[O:5])=[O:4].[CH3:16][O:17][C:18]1[C:26]2[O:25][CH2:24][C:23](=O)[C:22]=2[CH:21]=[CH:20][CH:19]=1.C(N(CC)CC)C.C([O-])(O)=O.[Na+]. Product: [F:1][C:2]([F:15])([F:14])[S:3]([O:6][C:23]1[C:22]2[CH:21]=[CH:20][CH:19]=[C:18]([O:17][CH3:16])[C:26]=2[O:25][CH:24]=1)(=[O:5])=[O:4]. The catalyst class is: 4.